Dataset: Forward reaction prediction with 1.9M reactions from USPTO patents (1976-2016). Task: Predict the product of the given reaction. (1) Given the reactants [N+:1]([C:4]1[CH:5]=[C:6]([CH:10]2[O:14][CH2:13][CH2:12][O:11]2)[CH:7]=[CH:8][CH:9]=1)([O-])=O.[Cl-].[NH4+].C(O)C.O, predict the reaction product. The product is: [O:11]1[CH2:12][CH2:13][O:14][CH:10]1[C:6]1[CH:5]=[C:4]([CH:9]=[CH:8][CH:7]=1)[NH2:1]. (2) Given the reactants C(OC([N:8]1[CH2:13][CH2:12][N:11]([C:14]2[C:15]3[C:30]([CH:31]4[CH2:33][CH2:32]4)=[CH:29][N:28]=[CH:27][C:16]=3[N:17]=[C:18]([C:20]3[CH:25]=[CH:24][N:23]=[C:22](Cl)[CH:21]=3)[N:19]=2)[CH2:10][CH2:9]1)=O)(C)(C)C.[Cl:34][C:35]1[CH:41]=[CH:40][CH:39]=[CH:38][C:36]=1[NH2:37], predict the reaction product. The product is: [Cl:34][C:35]1[CH:41]=[CH:40][CH:39]=[CH:38][C:36]=1[NH:37][C:22]1[CH:21]=[C:20]([C:18]2[N:19]=[C:14]([N:11]3[CH2:10][CH2:9][NH:8][CH2:13][CH2:12]3)[C:15]3[C:30]([CH:31]4[CH2:32][CH2:33]4)=[CH:29][N:28]=[CH:27][C:16]=3[N:17]=2)[CH:25]=[CH:24][N:23]=1. (3) The product is: [F:18][C:19]1[CH:24]=[CH:23][C:22]([S:25]([NH:14][C:11]2[CH:12]=[CH:13][C:8]([F:7])=[C:9]([N+:15]([O-:17])=[O:16])[CH:10]=2)(=[O:27])=[O:26])=[CH:21][CH:20]=1. Given the reactants N1C=CC=CC=1.[F:7][C:8]1[CH:13]=[CH:12][C:11]([NH2:14])=[CH:10][C:9]=1[N+:15]([O-:17])=[O:16].[F:18][C:19]1[CH:24]=[CH:23][C:22]([S:25](Cl)(=[O:27])=[O:26])=[CH:21][CH:20]=1, predict the reaction product. (4) Given the reactants [Cl:1][C:2]1[CH:23]=[CH:22][CH:21]=[C:20]([C:24]([F:27])([F:26])[F:25])[C:3]=1[C:4]([N:6]1[C:14]2[C:9](=[N:10][CH:11]=[C:12]([C:15]([O:17]C)=[O:16])[CH:13]=2)[C:8]([I:19])=[N:7]1)=[O:5].[Li+].[OH-].Cl, predict the reaction product. The product is: [Cl:1][C:2]1[CH:23]=[CH:22][CH:21]=[C:20]([C:24]([F:26])([F:27])[F:25])[C:3]=1[C:4]([N:6]1[C:14]2[C:9](=[N:10][CH:11]=[C:12]([C:15]([OH:17])=[O:16])[CH:13]=2)[C:8]([I:19])=[N:7]1)=[O:5]. (5) Given the reactants [Cl:1][C:2]1[C:3]([OH:26])=[C:4]([C:9]2[S:13][C:12]([NH:14][C:15](=[O:25])[C:16]3[CH:24]=[CH:23][C:19]([C:20](O)=[O:21])=[CH:18][CH:17]=3)=[N:11][N:10]=2)[CH:5]=[C:6]([Cl:8])[CH:7]=1.[CH:27]1[CH:28]=[CH:29][C:30]2N(O)N=[N:33][C:31]=2[CH:32]=1.CCN(C(C)C)C(C)C.CCN=C=NCCCN(C)C, predict the reaction product. The product is: [Cl:1][C:2]1[C:3]([OH:26])=[C:4]([C:9]2[S:13][C:12]([NH:14][C:15](=[O:25])[C:16]3[CH:24]=[CH:23][C:19]([C:20]([NH:33][C:31]4[CH:32]=[CH:27][CH:28]=[CH:29][CH:30]=4)=[O:21])=[CH:18][CH:17]=3)=[N:11][N:10]=2)[CH:5]=[C:6]([Cl:8])[CH:7]=1. (6) The product is: [OH:45][C@H:30]([CH2:31][O:32][C:33]1[CH:42]=[CH:41][C:40]([OH:43])=[C:39]2[C:34]=1[CH2:35][CH2:36][C:37](=[O:44])[NH:38]2)[CH2:29][NH:28][CH:24]1[CH2:25][CH2:26][N:21]([C:18]2[CH:17]=[CH:16][C:15]([NH:14][S:11]([C:5]3[CH:6]=[CH:7][C:8]([O:9][CH3:10])=[C:3]([O:2][CH3:1])[CH:4]=3)(=[O:12])=[O:13])=[CH:20][CH:19]=2)[CH2:22][CH2:23]1. Given the reactants [CH3:1][O:2][C:3]1[CH:4]=[C:5]([S:11]([NH:14][C:15]2[CH:20]=[CH:19][C:18]([N:21]3[CH2:26][CH2:25][C:24](=O)[CH2:23][CH2:22]3)=[CH:17][CH:16]=2)(=[O:13])=[O:12])[CH:6]=[CH:7][C:8]=1[O:9][CH3:10].[NH2:28][CH2:29][C@H:30]([OH:45])[CH2:31][O:32][C:33]1[CH:42]=[CH:41][C:40]([OH:43])=[C:39]2[C:34]=1[CH2:35][CH2:36][C:37](=[O:44])[NH:38]2, predict the reaction product. (7) Given the reactants [OH:1][C:2]1[CH:11]=[CH:10][C:9]([S:12]([C:15]2[CH:20]=[CH:19][C:18]([CH2:21][C@H:22]([NH:24]C(=O)C(F)(F)F)[CH3:23])=[CH:17][CH:16]=2)(=[O:14])=[O:13])=[CH:8][C:3]=1[C:4]([O:6]C)=[O:5].[ClH:31].[CH2:32](O)[CH3:33], predict the reaction product. The product is: [ClH:31].[NH2:24][C@H:22]([CH3:23])[CH2:21][C:18]1[CH:17]=[CH:16][C:15]([S:12]([C:9]2[CH:10]=[CH:11][C:2]([OH:1])=[C:3]([CH:8]=2)[C:4]([O:6][CH2:32][CH3:33])=[O:5])(=[O:13])=[O:14])=[CH:20][CH:19]=1. (8) The product is: [C:48]([NH:47][C:38]1[C:39]2[C@H:43]3[CH2:44][C@H:42]3[C:41]([F:45])([F:46])[C:40]=2[N:36]([CH2:35][C:34]([NH:33][C@H:23]([C:12]2[C:11]([C:8]3[CH:9]=[CH:10][C:2]([Cl:1])=[C:3]4[C:7]=3[N:6]([CH3:53])[N:5]=[C:4]4[NH:54][S:55]([CH3:58])(=[O:57])=[O:56])=[CH:16][CH:15]=[C:14]([C:17]#[C:18][C:19]([OH:22])([CH3:20])[CH3:21])[N:13]=2)[CH2:24][C:25]2[CH:26]=[C:27]([F:32])[CH:28]=[C:29]([F:31])[CH:30]=2)=[O:52])[N:37]=1)(=[O:49])[CH3:59]. Given the reactants [Cl:1][C:2]1[CH:10]=[CH:9][C:8]([C:11]2[C:12]([C@@H:23]([NH:33][C:34](=[O:52])[CH2:35][N:36]3[C:40]4[C:41]([F:46])([F:45])[C@@H:42]5[CH2:44][C@@H:43]5[C:39]=4[C:38]([NH:47][C:48](=O)[O:49]C)=[N:37]3)[CH2:24][C:25]3[CH:30]=[C:29]([F:31])[CH:28]=[C:27]([F:32])[CH:26]=3)=[N:13][C:14]([C:17]#[C:18][C:19]([OH:22])([CH3:21])[CH3:20])=[CH:15][CH:16]=2)=[C:7]2[C:3]=1[C:4]([NH:54][S:55]([CH3:58])(=[O:57])=[O:56])=[N:5][N:6]2[CH3:53].[C:59](Cl)(=O)C, predict the reaction product. (9) The product is: [F:14][C:15]([F:27])([C:20]([F:21])([F:22])[C:19]([F:24])([F:23])[C:18]1[NH:13][C:10]([C:7]2[CH:6]=[CH:5][C:4]([N+:1]([O-:3])=[O:2])=[CH:9][CH:8]=2)=[N:11][N:12]=1)[C:16]([OH:26])=[O:17]. Given the reactants [N+:1]([C:4]1[CH:9]=[CH:8][C:7]([C:10](=[NH:13])[NH:11][NH2:12])=[CH:6][CH:5]=1)([O-:3])=[O:2].[F:14][C:15]1([F:27])[C:20]([F:22])([F:21])[C:19]([F:24])([F:23])[C:18](=O)[O:17][C:16]1=[O:26].C(#N)C, predict the reaction product. (10) Given the reactants [C:1]([C:5]1[N:10]=[C:9]([C:11]([C:27]2[CH:32]=[CH:31][CH:30]=[C:29]([C:33]([CH3:36])([CH3:35])[CH3:34])[N:28]=2)([C:13]2[NH:14][CH:15]([C:21]3[CH:26]=[CH:25][CH:24]=[CH:23][N:22]=3)[N:16](COC)[CH:17]=2)O)[CH:8]=[CH:7][CH:6]=1)([CH3:4])([CH3:3])[CH3:2].[PH2](O)=O.I, predict the reaction product. The product is: [C:33]([C:29]1[N:28]=[C:27]([CH:11]([C:9]2[CH:8]=[CH:7][CH:6]=[C:5]([C:1]([CH3:4])([CH3:3])[CH3:2])[N:10]=2)[C:13]2[NH:14][C:15]([C:21]3[CH:26]=[CH:25][CH:24]=[CH:23][N:22]=3)=[N:16][CH:17]=2)[CH:32]=[CH:31][CH:30]=1)([CH3:36])([CH3:35])[CH3:34].